This data is from Full USPTO retrosynthesis dataset with 1.9M reactions from patents (1976-2016). The task is: Predict the reactants needed to synthesize the given product. (1) Given the product [Br:1][C:13]1[CH:12]=[C:11]([C:10]([F:9])([F:24])[F:25])[C:16]2[CH2:17][O:18][C@@H:19]3[C@H:23]([C:15]=2[CH:14]=1)[CH2:22][NH:21][CH2:20]3, predict the reactants needed to synthesize it. The reactants are: [Br:1]N1C(=O)CCC1=O.[F:9][C:10]([F:25])([F:24])[C:11]1[C:16]2[CH2:17][O:18][C@@H:19]3[C@H:23]([C:15]=2[CH:14]=[CH:13][CH:12]=1)[CH2:22][NH:21][CH2:20]3. (2) Given the product [C:21]1([CH:18]2[C:12]3[C:11]4=[C:16]([CH:7]([C:1]5[CH:2]=[CH:3][CH:4]=[CH:5][CH:6]=5)[CH2:8][CH2:9][N:10]4[CH2:20][CH2:19]2)[CH:15]=[C:14]([NH:17][C:31]([NH:30][CH2:27][CH2:28][CH3:29])=[S:32])[CH:13]=3)[CH:26]=[CH:25][CH:24]=[CH:23][CH:22]=1, predict the reactants needed to synthesize it. The reactants are: [C:1]1([CH:7]2[C:16]3[C:11]4=[C:12]([CH:18]([C:21]5[CH:26]=[CH:25][CH:24]=[CH:23][CH:22]=5)[CH2:19][CH2:20][N:10]4[CH2:9][CH2:8]2)[CH:13]=[C:14]([NH2:17])[CH:15]=3)[CH:6]=[CH:5][CH:4]=[CH:3][CH:2]=1.[CH2:27]([N:30]=[C:31]=[S:32])[CH2:28][CH3:29]. (3) The reactants are: [CH3:1][O:2][C:3](=[O:12])[C:4]1[CH:9]=[CH:8][C:7]([I:10])=[C:6]([NH2:11])[CH:5]=1.[CH3:13][S:14](Cl)(=[O:16])=[O:15].COC(=O)C1C=CC(NS(C)(=O)=O)=C(I)C=1. Given the product [CH3:1][O:2][C:3](=[O:12])[C:4]1[CH:9]=[CH:8][C:7]([I:10])=[C:6]([NH:11][S:14]([CH3:13])(=[O:16])=[O:15])[CH:5]=1, predict the reactants needed to synthesize it. (4) Given the product [CH:1]1([C:4]2[C:5]([CH:14]3[CH2:15][O:24]3)=[CH:6][C:7]3[CH2:11][O:10][C:9](=[O:12])[C:8]=3[CH:13]=2)[CH2:3][CH2:2]1, predict the reactants needed to synthesize it. The reactants are: [CH:1]1([C:4]2[C:5]([CH:14]=[CH2:15])=[CH:6][C:7]3[CH2:11][O:10][C:9](=[O:12])[C:8]=3[CH:13]=2)[CH2:3][CH2:2]1.ClC1C=CC=C(C(OO)=[O:24])C=1. (5) The reactants are: [Cl:1][C:2]1[C:3](/[CH:16]=[CH:17]/[CH2:18][O:19][Si](C)(C)C)=[C:4]([C:12]([O:14][CH3:15])=[O:13])[C:5]2[O:9][C:8]([CH3:10])=[CH:7][C:6]=2[CH:11]=1.CCCC[N+](CCCC)(CCCC)CCCC.[F-]. Given the product [Cl:1][C:2]1[C:3](/[CH:16]=[CH:17]/[CH2:18][OH:19])=[C:4]([C:12]([O:14][CH3:15])=[O:13])[C:5]2[O:9][C:8]([CH3:10])=[CH:7][C:6]=2[CH:11]=1, predict the reactants needed to synthesize it. (6) The reactants are: [NH2:1][C:2]([NH2:4])=[S:3].Br[CH:6]([C:31]1[CH:36]=[CH:35][C:34]([Cl:37])=[CH:33][CH:32]=1)[C:7]([C:9]1[CH:10]=[C:11]([C:27]([NH:29][CH3:30])=[O:28])[C:12](=[O:26])[N:13]([C:16]2[CH:21]=[CH:20][CH:19]=[C:18]([C:22]([F:25])([F:24])[F:23])[CH:17]=2)[C:14]=1[CH3:15])=O. Given the product [NH2:1][C:2]1[S:3][C:6]([C:31]2[CH:32]=[CH:33][C:34]([Cl:37])=[CH:35][CH:36]=2)=[C:7]([C:9]2[CH:10]=[C:11]([C:27]([NH:29][CH3:30])=[O:28])[C:12](=[O:26])[N:13]([C:16]3[CH:21]=[CH:20][CH:19]=[C:18]([C:22]([F:24])([F:23])[F:25])[CH:17]=3)[C:14]=2[CH3:15])[N:4]=1, predict the reactants needed to synthesize it. (7) Given the product [Si:1]([O:8][CH2:9][C:10]1[CH:15]=[C:14]([C:16]([O:18][CH3:19])=[O:17])[CH:13]=[C:12]([CH2:20][NH:30][CH2:29][C:26]2[N:25]([CH2:31][CH2:32][CH2:33][C:34]3[CH:39]=[CH:38][CH:37]=[CH:36][CH:35]=3)[C:24]([CH2:22][CH3:23])=[N:28][N:27]=2)[N:11]=1)([C:4]([CH3:5])([CH3:6])[CH3:7])([CH3:2])[CH3:3], predict the reactants needed to synthesize it. The reactants are: [Si:1]([O:8][CH2:9][C:10]1[CH:15]=[C:14]([C:16]([O:18][CH3:19])=[O:17])[CH:13]=[C:12]([CH:20]=O)[N:11]=1)([C:4]([CH3:7])([CH3:6])[CH3:5])([CH3:3])[CH3:2].[CH2:22]([C:24]1[N:25]([CH2:31][CH2:32][CH2:33][C:34]2[CH:39]=[CH:38][CH:37]=[CH:36][CH:35]=2)[C:26]([CH2:29][NH2:30])=[N:27][N:28]=1)[CH3:23]. (8) Given the product [NH:33]([C:2]1[N:11]=[CH:10][CH:9]=[C:8]2[C:3]=1[CH:4]=[C:5]([C:27]1[CH:32]=[CH:31][CH:30]=[CH:29][CH:28]=1)[C:6]([C:12]1[CH:26]=[CH:25][C:15]([CH2:16][NH:17][C:18](=[O:24])[O:19][C:20]([CH3:23])([CH3:22])[CH3:21])=[CH:14][CH:13]=1)=[N:7]2)[NH2:34], predict the reactants needed to synthesize it. The reactants are: Cl[C:2]1[N:11]=[CH:10][CH:9]=[C:8]2[C:3]=1[CH:4]=[C:5]([C:27]1[CH:32]=[CH:31][CH:30]=[CH:29][CH:28]=1)[C:6]([C:12]1[CH:26]=[CH:25][C:15]([CH2:16][NH:17][C:18](=[O:24])[O:19][C:20]([CH3:23])([CH3:22])[CH3:21])=[CH:14][CH:13]=1)=[N:7]2.[NH2:33][NH2:34].